This data is from Full USPTO retrosynthesis dataset with 1.9M reactions from patents (1976-2016). The task is: Predict the reactants needed to synthesize the given product. (1) Given the product [Cl:30][C:24]1[CH:23]=[C:22]([C:16]2([C:18]([F:20])([F:21])[F:19])[O:15][N:14]=[C:13]([C:7]3[S:6][C:5]([C:3]([OH:4])=[O:2])=[C:9]4[CH2:10][CH2:11][CH2:12][C:8]=34)[CH2:17]2)[CH:27]=[C:26]([Cl:28])[C:25]=1[F:29], predict the reactants needed to synthesize it. The reactants are: C[O:2][C:3]([C:5]1[S:6][C:7]([C:13]2[CH2:17][C:16]([C:22]3[CH:27]=[C:26]([Cl:28])[C:25]([F:29])=[C:24]([Cl:30])[CH:23]=3)([C:18]([F:21])([F:20])[F:19])[O:15][N:14]=2)=[C:8]2[CH2:12][CH2:11][CH2:10][C:9]=12)=[O:4].O[Li].O. (2) Given the product [CH3:22][C:21]1[C:16]([N:13]2[CH2:14][CH2:15][N:10]([C:8]([C:5]3[CH:6]=[CH:7][C:2]([I:25])=[C:3]([F:24])[CH:4]=3)=[O:9])[CH2:11][CH2:12]2)=[N:17][CH:18]=[C:19]([CH3:23])[CH:20]=1, predict the reactants needed to synthesize it. The reactants are: Br[C:2]1[CH:7]=[CH:6][C:5]([C:8]([N:10]2[CH2:15][CH2:14][N:13]([C:16]3[C:21]([CH3:22])=[CH:20][C:19]([CH3:23])=[CH:18][N:17]=3)[CH2:12][CH2:11]2)=[O:9])=[CH:4][C:3]=1[F:24].[I-:25].[Na+]. (3) Given the product [C:1]([O:5][C:6]([N:8]1[CH2:9][CH2:10][CH:11]([N:14]([CH3:39])[C:15]2[C:16]([C:29]3[CH:30]=[CH:31][C:32]([F:35])=[CH:33][CH:34]=3)=[N:17][C:18]3[C:23]([N:24]=2)=[CH:22][C:21]([C:25]([O:27][CH3:28])=[O:26])=[CH:20][CH:19]=3)[CH2:12][CH2:13]1)=[O:7])([CH3:4])([CH3:2])[CH3:3], predict the reactants needed to synthesize it. The reactants are: [C:1]([O:5][C:6]([N:8]1[CH2:13][CH2:12][CH:11]([NH:14][C:15]2[C:16]([C:29]3[CH:34]=[CH:33][C:32]([F:35])=[CH:31][CH:30]=3)=[N:17][C:18]3[C:23]([N:24]=2)=[CH:22][C:21]([C:25]([O:27][CH3:28])=[O:26])=[CH:20][CH:19]=3)[CH2:10][CH2:9]1)=[O:7])([CH3:4])([CH3:3])[CH3:2].[H-].[Na+].I[CH3:39]. (4) Given the product [ClH:28].[N:35]1[CH:36]=[CH:37][C:32]([CH2:31][CH2:30][CH2:29][O:17][C:14]2[CH:15]=[C:16]3[C:11](=[CH:12][CH:13]=2)[O:10][C:9]([C:18]2[N:23]=[CH:22][N:21]4[CH:24]=[CH:25][CH:26]=[C:20]4[CH:19]=2)=[CH:8][C:7]3=[N:6][OH:5])=[CH:33][CH:34]=1, predict the reactants needed to synthesize it. The reactants are: C([O:5][N:6]=[C:7]1[C:16]2[C:11](=[CH:12][CH:13]=[C:14]([OH:17])[CH:15]=2)[O:10][C:9]([C:18]2[N:23]=[CH:22][N:21]3[CH:24]=[CH:25][CH:26]=[C:20]3[CH:19]=2)=[CH:8]1)(C)(C)C.Cl.[Cl:28][CH2:29][CH2:30][CH2:31][C:32]1[CH:37]=[CH:36][N:35]=[CH:34][CH:33]=1.N1C=CC(CCCO)=CC=1. (5) Given the product [Cl:23][C:18]1[CH:17]=[C:16]([NH:15][S:12]([C:8]2[C:9]3[CH2:10][CH2:11][C@H:2]([N:1]4[CH2:30][CH2:29][CH2:28][CH2:27]4)[CH2:3][C:4]=3[C:5]([O:24][CH3:25])=[CH:6][CH:7]=2)(=[O:13])=[O:14])[CH:21]=[C:20]([Cl:22])[CH:19]=1, predict the reactants needed to synthesize it. The reactants are: [NH2:1][C@H:2]1[CH2:11][CH2:10][C:9]2[C:8]([S:12]([NH:15][C:16]3[CH:21]=[C:20]([Cl:22])[CH:19]=[C:18]([Cl:23])[CH:17]=3)(=[O:14])=[O:13])=[CH:7][CH:6]=[C:5]([O:24][CH3:25])[C:4]=2[CH2:3]1.Br[CH2:27][CH2:28][CH2:29][CH2:30]Br.CCN(C(C)C)C(C)C.[I-].[K+]. (6) Given the product [Br:13][C:14]1[CH:19]=[CH:18][C:17]([N:9]2[CH2:10][C@@H:11]([CH3:12])[C@H:5]3[CH2:4][CH2:3][C@H:2]([CH3:1])[C@H:6]3[C:7]2=[O:8])=[CH:16][CH:15]=1, predict the reactants needed to synthesize it. The reactants are: [CH3:1][CH:2]1[CH:6]2[C:7]([NH:9][CH:10]=[C:11]([CH3:12])[CH:5]2[CH2:4][CH2:3]1)=[O:8].[Br:13][C:14]1[CH:19]=[CH:18][C:17]([Bi]([C:17]2[CH:18]=[CH:19][C:14]([Br:13])=[CH:15][CH:16]=2)[C:17]2[CH:18]=[CH:19][C:14]([Br:13])=[CH:15][CH:16]=2)=[CH:16][CH:15]=1.C(N(CC)CC)C. (7) Given the product [CH2:31]([C:6]1[C:5]([OH:4])=[C:14]([O:15][CH3:16])[CH:13]=[C:12]2[C:7]=1[C:8]([NH:17][C:18]1[CH:23]=[CH:22][CH:21]=[C:20]([Br:24])[CH:19]=1)=[N:9][CH:10]=[N:11]2)[CH:26]=[CH2:25], predict the reactants needed to synthesize it. The reactants are: C([O:4][C:5]1[CH:6]=[C:7]2[C:12](=[CH:13][C:14]=1[O:15][CH3:16])[N:11]=[CH:10][N:9]=[C:8]2[NH:17][C:18]1[CH:23]=[CH:22][CH:21]=[C:20]([Br:24])[CH:19]=1)C=C.[CH3:25][C:26]1C=CC=C[C:31]=1C. (8) Given the product [CH3:15][C:16]1[N:17]=[CH:18][N:19]([C:22]2[CH:23]=[C:24]([NH:25][C:12]([C:5]3[CH:6]=[CH:7][CH:8]=[C:9]4[C:4]=3[NH:3][C:2]([CH3:1])=[C:10]4[CH3:11])=[O:14])[CH:26]=[CH:27][CH:28]=2)[C:20]=1[CH3:21], predict the reactants needed to synthesize it. The reactants are: [CH3:1][C:2]1[NH:3][C:4]2[C:9]([C:10]=1[CH3:11])=[CH:8][CH:7]=[CH:6][C:5]=2[C:12]([OH:14])=O.[CH3:15][C:16]1[N:17]=[CH:18][N:19]([C:22]2[CH:23]=[C:24]([CH:26]=[CH:27][CH:28]=2)[NH2:25])[C:20]=1[CH3:21].Cl.C(N=C=NCCCN(C)C)C. (9) Given the product [O:1]1[CH:5]=[CH:4][C:3]([NH:11][C:14](=[O:23])[O:37][C:33]([CH3:36])([CH3:35])[CH3:34])=[CH:2]1, predict the reactants needed to synthesize it. The reactants are: [O:1]1[CH:5]=[CH:4][C:3](C(O)=O)=[CH:2]1.C([N:11]([CH2:14]C)CC)C.C1(P(N=[N+]=[N-])(C2C=CC=CC=2)=[O:23])C=CC=CC=1.[C:33]([OH:37])([CH3:36])([CH3:35])[CH3:34]. (10) Given the product [C:19]1([C:16]2[C:6]3[CH2:7][NH:8][CH:3]([CH2:2][OH:1])[CH2:4][C:5]=3[NH:18][N:17]=2)[CH:20]=[CH:21][CH:22]=[CH:23][CH:24]=1, predict the reactants needed to synthesize it. The reactants are: [OH:1][CH2:2][CH:3]1[N:8](C(OC(C)(C)C)=O)[CH2:7][C:6]2[C:16]([C:19]3[CH:24]=[CH:23][CH:22]=[CH:21][CH:20]=3)=[N:17][NH:18][C:5]=2[CH2:4]1.C(OCC)(=O)C.